From a dataset of Full USPTO retrosynthesis dataset with 1.9M reactions from patents (1976-2016). Predict the reactants needed to synthesize the given product. (1) Given the product [C:42]([CH2:41][NH:40][C:26]([CH:25]([O:24][CH:23]([C:33]1[CH:38]=[CH:37][CH:36]=[CH:35][CH:34]=1)[C:20]1[CH:19]=[CH:18][C:17]([C:15]([N:12]2[CH2:11][CH2:10][N:9]([C:7]([O:6][C:2]([CH3:3])([CH3:4])[CH3:5])=[O:8])[CH2:14][CH2:13]2)=[O:16])=[CH:22][CH:21]=1)[CH2:29][CH:30]([CH3:32])[CH3:31])=[O:27])#[N:43], predict the reactants needed to synthesize it. The reactants are: [K+].[C:2]([O:6][C:7]([N:9]1[CH2:14][CH2:13][N:12]([C:15]([C:17]2[CH:22]=[CH:21][C:20]([CH:23]([C:33]3[CH:38]=[CH:37][CH:36]=[CH:35][CH:34]=3)[O:24][CH:25]([CH2:29][CH:30]([CH3:32])[CH3:31])[C:26]([O-])=[O:27])=[CH:19][CH:18]=2)=[O:16])[CH2:11][CH2:10]1)=[O:8])([CH3:5])([CH3:4])[CH3:3].Cl.[NH2:40][CH2:41][C:42]#[N:43]. (2) Given the product [CH3:11][O:12][CH2:13][O:14][C:15]1[CH:20]=[C:19]([C:2]2[CH:7]=[CH:6][CH:5]=[C:4]([CH2:8][C:9]#[N:10])[CH:3]=2)[CH:18]=[CH:17][CH:16]=1, predict the reactants needed to synthesize it. The reactants are: Br[C:2]1[CH:3]=[C:4]([CH2:8][C:9]#[N:10])[CH:5]=[CH:6][CH:7]=1.[CH3:11][O:12][CH2:13][O:14][C:15]1[CH:16]=[C:17](B(O)O)[CH:18]=[CH:19][CH:20]=1.C(=O)([O-])[O-].[Na+].[Na+].O.